This data is from Full USPTO retrosynthesis dataset with 1.9M reactions from patents (1976-2016). The task is: Predict the reactants needed to synthesize the given product. (1) Given the product [CH3:8][C:9]1([CH3:23])[C:14](=[O:15])[CH2:13][CH2:12][NH:11][CH2:10]1, predict the reactants needed to synthesize it. The reactants are: FC(F)(F)C(O)=O.[CH3:8][C:9]1([CH3:23])[C:14](=[O:15])[CH2:13][CH2:12][N:11](C(OC(C)(C)C)=O)[CH2:10]1. (2) Given the product [Cl:17][C:9]1[N:8]=[N:7][C:6]([C:11]([F:14])([F:13])[F:12])=[CH:5][C:4]=1[S:3][CH2:1][CH3:2], predict the reactants needed to synthesize it. The reactants are: [CH2:1]([S:3][C:4]1[C:9](=O)[NH:8][N:7]=[C:6]([C:11]([F:14])([F:13])[F:12])[CH:5]=1)[CH3:2].O=P(Cl)(Cl)[Cl:17]. (3) Given the product [C:1]([O:5][C:6]([NH:8][CH:9]([CH2:13][C:14]([F:17])([F:16])[F:15])[C:10]([NH:33][CH2:34][C:35]([O:37][CH3:38])=[O:36])=[O:12])=[O:7])([CH3:2])([CH3:3])[CH3:4], predict the reactants needed to synthesize it. The reactants are: [C:1]([O:5][C:6]([NH:8][CH:9]([CH2:13][C:14]([F:17])([F:16])[F:15])[C:10]([OH:12])=O)=[O:7])([CH3:4])([CH3:3])[CH3:2].CCN(CC)CC.C(Cl)(=O)OCC(C)C.[NH2:33][CH2:34][C:35]([O:37][CH3:38])=[O:36].